Task: Predict the reactants needed to synthesize the given product.. Dataset: Full USPTO retrosynthesis dataset with 1.9M reactions from patents (1976-2016) (1) The reactants are: [CH3:1][N:2]([CH3:15])[CH2:3][C:4]1[CH:9]=[C:8]([O:10][CH3:11])[C:7]([OH:12])=[C:6]([O:13][CH3:14])[CH:5]=1.[CH3:16][I:17]. Given the product [I-:17].[CH3:15][N+:2]([CH3:16])([CH3:1])[CH2:3][C:4]1[CH:5]=[C:6]([O:13][CH3:14])[C:7]([OH:12])=[C:8]([O:10][CH3:11])[CH:9]=1, predict the reactants needed to synthesize it. (2) Given the product [Cl:8][C:6]1[CH:7]=[C:2]([NH:12][C:11]2[CH:13]=[CH:14][CH:15]=[C:16]([F:17])[C:10]=2[F:9])[N:3]=[CH:4][N:5]=1, predict the reactants needed to synthesize it. The reactants are: Cl[C:2]1[CH:7]=[C:6]([Cl:8])[N:5]=[CH:4][N:3]=1.[F:9][C:10]1[C:16]([F:17])=[CH:15][CH:14]=[CH:13][C:11]=1[NH2:12]. (3) Given the product [CH3:1][C:2]1[CH:3]=[N:4][N:5]([C:8]2[CH:9]=[N:10][C:11]([NH2:14])=[N:12][CH:13]=2)[CH:6]=1, predict the reactants needed to synthesize it. The reactants are: [CH3:1][C:2]1[CH:3]=[N:4][NH:5][CH:6]=1.Br[C:8]1[CH:9]=[N:10][C:11]([NH2:14])=[N:12][CH:13]=1.CNC1CCCCC1NC.C(=O)([O-])[O-].[K+].[K+].